From a dataset of Reaction yield outcomes from USPTO patents with 853,638 reactions. Predict the reaction yield, written as a fraction of the theoretical maximum amount of product (1.0 means a 100% yield; for example, 0.34 means a 34% yield). (1) The reactants are [NH2:1][C:2]1[CH:3]=[C:4]2[C:8](=[CH:9][CH:10]=1)[NH:7][C:6](=[O:11])[CH2:5]2.[CH3:12][O:13][C:14]([C:16]1[CH:24]=[CH:23][C:19]([C:20](Cl)=[O:21])=[CH:18][CH:17]=1)=[O:15]. The catalyst is N1C=CC=CC=1. The product is [CH3:12][O:13][C:14]([C:16]1[CH:24]=[CH:23][C:19]([C:20]([NH:1][C:2]2[CH:3]=[C:4]3[C:8](=[CH:9][CH:10]=2)[NH:7][C:6](=[O:11])[CH2:5]3)=[O:21])=[CH:18][CH:17]=1)=[O:15]. The yield is 0.810. (2) The yield is 0.540. The reactants are Cl.[Cl:2][C:3]1[CH:25]=[C:24]([F:26])[CH:23]=[CH:22][C:4]=1[C:5]([NH:7][C:8]1[CH:13]=[CH:12][CH:11]=[C:10]([NH:14][C@H:15]2[CH2:20][CH2:19][NH:18][C@@H:17]([CH3:21])[CH2:16]2)[CH:9]=1)=[O:6].[C:27](O)(=O)C.C([BH3-])#N.[Na+].C=O.C(=O)(O)[O-].[Na+].[Cl-].[NH4+]. The product is [ClH:2].[Cl:2][C:3]1[CH:25]=[C:24]([F:26])[CH:23]=[CH:22][C:4]=1[C:5]([NH:7][C:8]1[CH:13]=[CH:12][CH:11]=[C:10]([NH:14][C@H:15]2[CH2:20][CH2:19][N:18]([CH3:27])[C@@H:17]([CH3:21])[CH2:16]2)[CH:9]=1)=[O:6]. The catalyst is CO.ClCCl. (3) The reactants are [OH:1][CH:2]1[CH2:5][N:4]([C:6]([O:8][C:9]([CH3:12])([CH3:11])[CH3:10])=[O:7])[CH2:3]1.[H-].[Na+].Br[CH:16]([CH3:22])[C:17]([O:19][CH2:20][CH3:21])=[O:18]. The product is [CH2:20]([O:19][C:17](=[O:18])[CH:16]([O:1][CH:2]1[CH2:3][N:4]([C:6]([O:8][C:9]([CH3:12])([CH3:11])[CH3:10])=[O:7])[CH2:5]1)[CH3:22])[CH3:21]. The catalyst is CN(C=O)C. The yield is 0.160. (4) The reactants are Cl.[NH2:2][CH2:3][CH2:4][CH2:5][CH2:6][CH2:7][CH2:8][C:9]([O:11][CH2:12][CH3:13])=[O:10].C(N(CC)C(C)C)(C)C.[Cl:23][C:24]1[CH:32]=[C:31]([S:33](Cl)(=[O:35])=[O:34])[CH:30]=[CH:29][C:25]=1[C:26]([OH:28])=[O:27].Cl. The catalyst is ClCCl. The product is [Cl:23][C:24]1[CH:32]=[C:31]([S:33](=[O:35])(=[O:34])[NH:2][CH2:3][CH2:4][CH2:5][CH2:6][CH2:7][CH2:8][C:9]([O:11][CH2:12][CH3:13])=[O:10])[CH:30]=[CH:29][C:25]=1[C:26]([OH:28])=[O:27]. The yield is 0.440. (5) The reactants are [N+:1]([C:4]1[CH:9]=[CH:8][C:7]([C:10](=O)[CH2:11][CH2:12][C:13]([C:15]2[CH:20]=[CH:19][C:18]([N+:21]([O-:23])=[O:22])=[CH:17][CH:16]=2)=O)=[CH:6][CH:5]=1)([O-:3])=[O:2].[F:25][C:26]([F:35])([F:34])[C:27]1[CH:33]=[CH:32][C:30]([NH2:31])=[CH:29][CH:28]=1. The catalyst is C(O)(=O)C.O.C(OCC)C. The product is [N+:1]([C:4]1[CH:9]=[CH:8][C:7]([C:10]2[N:31]([C:30]3[CH:32]=[CH:33][C:27]([C:26]([F:25])([F:34])[F:35])=[CH:28][CH:29]=3)[C:13]([C:15]3[CH:20]=[CH:19][C:18]([N+:21]([O-:23])=[O:22])=[CH:17][CH:16]=3)=[CH:12][CH:11]=2)=[CH:6][CH:5]=1)([O-:3])=[O:2]. The yield is 0.0800.